Dataset: Forward reaction prediction with 1.9M reactions from USPTO patents (1976-2016). Task: Predict the product of the given reaction. (1) Given the reactants [C:1]([NH:18][CH2:19][CH2:20][C:21]([OH:23])=[O:22])([O:3][CH2:4][CH:5]1[C:17]2[C:12](=[CH:13][CH:14]=[CH:15][CH:16]=2)[C:11]2[C:6]1=[CH:7][CH:8]=[CH:9][CH:10]=2)=[O:2].[CH:24]1C=CC2N(O)N=NC=2[CH:29]=1.C(Cl)CCl.CCN(C(C)C)C(C)C, predict the reaction product. The product is: [C:1]([NH:18][CH2:19][CH2:20][C:21]([OH:23])=[O:22])([O:3][CH2:4][CH:5]1[C:6]2[C:11](=[CH:10][CH:9]=[CH:8][CH:7]=2)[C:12]2[C:17]1=[CH:16][CH:15]=[CH:14][CH:13]=2)=[O:2].[CH2:24]([O:23][C:21](=[O:22])[CH2:20][CH2:19][NH2:18])[CH3:29]. (2) The product is: [F:19][C:18]([F:21])([F:20])[C:15]1[CH:16]=[CH:17][C:12]([O:11][C:8]2[CH:9]=[CH:10][C:5]([O:4][C:2]([N:35]3[CH2:36][CH2:37][CH:32]([N:24]([CH3:23])[CH2:25][C:26]4[CH:27]=[N:28][CH:29]=[CH:30][CH:31]=4)[CH2:33][CH2:34]3)=[O:3])=[CH:6][CH:7]=2)=[N:13][CH:14]=1. Given the reactants Cl[C:2]([O:4][C:5]1[CH:10]=[CH:9][C:8]([O:11][C:12]2[CH:17]=[CH:16][C:15]([C:18]([F:21])([F:20])[F:19])=[CH:14][N:13]=2)=[CH:7][CH:6]=1)=[O:3].Cl.[CH3:23][N:24]([CH:32]1[CH2:37][CH2:36][NH:35][CH2:34][CH2:33]1)[CH2:25][C:26]1[CH:27]=[N:28][CH:29]=[CH:30][CH:31]=1, predict the reaction product. (3) Given the reactants [O:1]=[C:2]1[NH:7][CH:6]=[N:5][C:4]2[C:8](C(OC)=O)=[CH:9][NH:10][C:3]1=2.[OH-].[K+], predict the reaction product. The product is: [N:5]1[C:4]2[CH:8]=[CH:9][NH:10][C:3]=2[C:2](=[O:1])[NH:7][CH:6]=1. (4) Given the reactants [C:1]1([S:11]([C:14]2[C:22]3[C:17](=[CH:18][CH:19]=[C:20]([O:23][CH2:24][CH2:25][CH2:26]OS(C4C=CC(C)=CC=4)(=O)=O)[CH:21]=3)[NH:16][N:15]=2)(=[O:13])=[O:12])[C:10]2[C:5](=[CH:6][CH:7]=[CH:8][CH:9]=2)[CH:4]=[CH:3][CH:2]=1.[NH:38]1[CH2:43][CH2:42][O:41][CH2:40][CH2:39]1, predict the reaction product. The product is: [N:38]1([CH2:26][CH2:25][CH2:24][O:23][C:20]2[CH:21]=[C:22]3[C:17](=[CH:18][CH:19]=2)[NH:16][N:15]=[C:14]3[S:11]([C:1]2[C:10]3[C:5](=[CH:6][CH:7]=[CH:8][CH:9]=3)[CH:4]=[CH:3][CH:2]=2)(=[O:12])=[O:13])[CH2:43][CH2:42][O:41][CH2:40][CH2:39]1. (5) Given the reactants I[C:2]1[CH:3]=[C:4]([CH:19]=[CH:20][CH:21]=1)[CH2:5][CH2:6][N:7]([CH2:15][CH2:16][O:17][CH3:18])[C:8](=[O:14])[O:9][C:10]([CH3:13])([CH3:12])[CH3:11].[B:22]1([B:22]2[O:26][C:25]([CH3:28])([CH3:27])[C:24]([CH3:30])([CH3:29])[O:23]2)[O:26][C:25]([CH3:28])([CH3:27])[C:24]([CH3:30])([CH3:29])[O:23]1.C([O-])(=O)C.[K+], predict the reaction product. The product is: [CH3:18][O:17][CH2:16][CH2:15][N:7]([CH2:6][CH2:5][C:4]1[CH:19]=[CH:20][CH:21]=[C:2]([B:22]2[O:26][C:25]([CH3:28])([CH3:27])[C:24]([CH3:30])([CH3:29])[O:23]2)[CH:3]=1)[C:8](=[O:14])[O:9][C:10]([CH3:13])([CH3:12])[CH3:11]. (6) Given the reactants [Cl:1][C:2]1[CH:3]=[C:4]([NH:9][C:10]2[C:19]3[C:14](=[CH:15][C:16]([C:21]#[C:22][CH:23]4[CH2:27][CH2:26][O:25][CH2:24]4)=[C:17]([NH2:20])[CH:18]=3)[N:13]=[CH:12][N:11]=2)[CH:5]=[CH:6][C:7]=1[F:8].[Br:28][CH2:29]/[CH:30]=[CH:31]/[C:32](Cl)=[O:33], predict the reaction product. The product is: [Br:28][CH2:29]/[CH:30]=[CH:31]/[C:32]([NH:20][C:17]1[CH:18]=[C:19]2[C:14](=[CH:15][C:16]=1[C:21]#[C:22][CH:23]1[CH2:27][CH2:26][O:25][CH2:24]1)[N:13]=[CH:12][N:11]=[C:10]2[NH:9][C:4]1[CH:5]=[CH:6][C:7]([F:8])=[C:2]([Cl:1])[CH:3]=1)=[O:33]. (7) Given the reactants [C:1]([O:5][C:6]([N:8]1[CH2:13][CH2:12][CH:11]([O:14][C:15]2[CH:20]=[CH:19][N:18]=[CH:17][CH:16]=2)[CH2:10][CH2:9]1)=[O:7])([CH3:4])([CH3:3])[CH3:2], predict the reaction product. The product is: [C:1]([O:5][C:6]([N:8]1[CH2:9][CH2:10][CH:11]([O:14][CH:15]2[CH2:20][CH2:19][NH:18][CH2:17][CH2:16]2)[CH2:12][CH2:13]1)=[O:7])([CH3:4])([CH3:2])[CH3:3]. (8) The product is: [F:21][C:22]([F:35])([F:34])[S:23]([O:3][C:1]([C:4]1[CH:13]=[CH:12][C:7]([C:8]([O:10][CH3:11])=[O:9])=[C:6]([F:14])[CH:5]=1)=[CH2:2])(=[O:25])=[O:24]. Given the reactants [C:1]([C:4]1[CH:13]=[CH:12][C:7]([C:8]([O:10][CH3:11])=[O:9])=[C:6]([F:14])[CH:5]=1)(=[O:3])[CH3:2].C([O-])([O-])=O.[Na+].[Na+].[F:21][C:22]([F:35])([F:34])[S:23](O[S:23]([C:22]([F:35])([F:34])[F:21])(=[O:25])=[O:24])(=[O:25])=[O:24], predict the reaction product. (9) Given the reactants [F:1][C:2]([F:13])([F:12])[O:3][C:4]1[CH:11]=[CH:10][C:7]([CH:8]=[O:9])=[CH:6][CH:5]=1.[CH3:14][Mg]Br.[NH4+].[Cl-], predict the reaction product. The product is: [F:1][C:2]([F:12])([F:13])[O:3][C:4]1[CH:11]=[CH:10][C:7]([CH:8]([OH:9])[CH3:14])=[CH:6][CH:5]=1. (10) Given the reactants S(=O)(=O)(O)O.[CH3:6][C:7]1[C:8]([C:13]#[N:14])=[N:9][CH:10]=[CH:11][CH:12]=1.[C:15](O)([CH3:18])([CH3:17])[CH3:16].[OH-:20].[NH4+], predict the reaction product. The product is: [C:15]([NH:14][C:13]([C:8]1[C:7]([CH3:6])=[CH:12][CH:11]=[CH:10][N:9]=1)=[O:20])([CH3:18])([CH3:17])[CH3:16].